Dataset: Reaction yield outcomes from USPTO patents with 853,638 reactions. Task: Predict the reaction yield, written as a fraction of the theoretical maximum amount of product (1.0 means a 100% yield; for example, 0.34 means a 34% yield). (1) The catalyst is N1C=CC=CC=1. The yield is 0.470. The reactants are [F:1][C:2]([F:7])([F:6])[C:3]([OH:5])=[O:4].[Br:8][C:9]1[CH:10]=[C:11]([N:16]2[C:20](=[O:21])[O:19][N:18]=[C:17]2[C:22]2[C:23]([NH:27][C:28](=O)[C:29]3[CH:34]=[CH:33][C:32]([CH2:35][N:36]4[CH2:41][CH2:40][S:39](=[O:43])(=[O:42])[CH2:38][CH2:37]4)=[CH:31][CH:30]=3)=[N:24][O:25][N:26]=2)[CH:12]=[CH:13][C:14]=1[F:15].P(Cl)(Cl)(Cl)(Cl)Cl.C([BH3-])#N.[Na+]. The product is [F:1][C:2]([F:7])([F:6])[C:3]([OH:5])=[O:4].[Br:8][C:9]1[CH:10]=[C:11]([N:16]2[C:20](=[O:21])[O:19][N:18]=[C:17]2[C:22]2[C:23]([NH:27][CH2:28][C:29]3[CH:30]=[CH:31][C:32]([CH2:35][N:36]4[CH2:41][CH2:40][S:39](=[O:43])(=[O:42])[CH2:38][CH2:37]4)=[CH:33][CH:34]=3)=[N:24][O:25][N:26]=2)[CH:12]=[CH:13][C:14]=1[F:15]. (2) The reactants are [CH3:1][S:2](Cl)(=[O:4])=[O:3].[N:6]1([CH2:12][CH2:13][O:14][C:15]2[CH:20]=[CH:19][C:18]([CH:21]3[CH2:26][CH2:25][N:24]([C:27]4[CH2:28][CH2:29][C:30]5[N:31]([C:33]([C:36]([F:39])([F:38])[F:37])=[N:34][N:35]=5)[N:32]=4)[CH2:23][CH2:22]3)=[CH:17][CH:16]=2)[CH2:11][CH2:10][NH:9][CH2:8][CH2:7]1.C(N(CC)CC)C. The catalyst is C(Cl)Cl.O. The product is [CH3:1][S:2]([N:9]1[CH2:10][CH2:11][N:6]([CH2:12][CH2:13][O:14][C:15]2[CH:20]=[CH:19][C:18]([CH:21]3[CH2:26][CH2:25][N:24]([C:27]4[CH2:28][CH2:29][C:30]5[N:31]([C:33]([C:36]([F:39])([F:37])[F:38])=[N:34][N:35]=5)[N:32]=4)[CH2:23][CH2:22]3)=[CH:17][CH:16]=2)[CH2:7][CH2:8]1)(=[O:4])=[O:3]. The yield is 0.527. (3) The reactants are [Cl:1][C:2]1[C:7]2=[N:8][CH:9]=[C:10]([O:12][CH2:13][C:14]3OC=[CH:17][N:18]=3)[N:11]=[C:6]2[CH:5]=[CH:4][N:3]=1.ClC1N=C2C=CN=C(Cl)C2=NC=1.[CH3:31][C:32]1[O:36]C=NC=1CO. No catalyst specified. The product is [Cl:1][C:2]1[C:7]2=[N:8][CH:9]=[C:10]([O:12][CH2:13][C:14]3[N:18]=[CH:17][O:36][C:32]=3[CH3:31])[N:11]=[C:6]2[CH:5]=[CH:4][N:3]=1. The yield is 0.220.